Dataset: Reaction yield outcomes from USPTO patents with 853,638 reactions. Task: Predict the reaction yield, written as a fraction of the theoretical maximum amount of product (1.0 means a 100% yield; for example, 0.34 means a 34% yield). (1) The reactants are [Cl:1][C:2]1[CH:6]=[N:5][N:4]([CH3:7])[C:3]=1[C:8]1[CH:9]=[C:10]([NH2:23])[CH:11]=[CH:12][C:13]=1[O:14][CH2:15][CH2:16][N:17]1[CH2:22][CH2:21][O:20][CH2:19][CH2:18]1.[F:24][C:25]1[CH:26]=[C:27]([CH:31]=[CH:32][C:33]=1[CH3:34])[C:28](Cl)=[O:29].C(N(CC)CC)C. The catalyst is C(Cl)Cl. The product is [Cl:1][C:2]1[CH:6]=[N:5][N:4]([CH3:7])[C:3]=1[C:8]1[CH:9]=[C:10]([NH:23][C:28](=[O:29])[C:27]2[CH:31]=[CH:32][C:33]([CH3:34])=[C:25]([F:24])[CH:26]=2)[CH:11]=[CH:12][C:13]=1[O:14][CH2:15][CH2:16][N:17]1[CH2:18][CH2:19][O:20][CH2:21][CH2:22]1. The yield is 0.140. (2) The reactants are [Br:1][C:2]1[CH:10]=[C:9]2[C:5]([CH:6]=[CH:7][NH:8]2)=[CH:4][CH:3]=1.[C:11](=O)([O-])[O-].[K+].[K+].CI. The catalyst is CS(C)=O.O. The product is [Br:1][C:2]1[CH:10]=[C:9]2[C:5]([CH:6]=[CH:7][N:8]2[CH3:11])=[CH:4][CH:3]=1. The yield is 0.620. (3) The reactants are [NH:1]1[C:9]2[C:4](=[CH:5][CH:6]=[CH:7][CH:8]=2)[CH2:3][C:2]1=[O:10].[N:11]1[CH:16]=[CH:15][CH:14]=[C:13](/[CH:17]=[CH:18]/[C:19]2[C:27]3[C:22](=[CH:23][C:24]([CH:28]=O)=[CH:25][CH:26]=3)[NH:21][N:20]=2)[CH:12]=1. No catalyst specified. The product is [N:11]1[CH:16]=[CH:15][CH:14]=[C:13](/[CH:17]=[CH:18]/[C:19]2[C:27]3[C:22](=[CH:23][C:24](/[CH:28]=[C:3]4/[C:2](=[O:10])[NH:1][C:9]5[C:4]/4=[CH:5][CH:6]=[CH:7][CH:8]=5)=[CH:25][CH:26]=3)[NH:21][N:20]=2)[CH:12]=1. The yield is 0.840. (4) The reactants are C([O:8][C:9]1[C:14]([Cl:15])=[CH:13][CH:12]=[CH:11][C:10]=1[CH2:16][C:17]([O:19][CH3:20])=[O:18])C1C=CC=CC=1. The catalyst is [C].[Pd].CO. The product is [Cl:15][C:14]1[C:9]([OH:8])=[C:10]([CH2:16][C:17]([O:19][CH3:20])=[O:18])[CH:11]=[CH:12][CH:13]=1. The yield is 0.640. (5) The reactants are [Cl:1][C:2]1[C:3]2[C:10]3[CH2:11][CH2:12][C@@:13]([C:16](N4[C@@H](C)[C@@H](C5C=CC=CC=5)OC4=O)=[O:17])([CH3:15])[CH2:14][C:9]=3[S:8][C:4]=2[N:5]=[CH:6][N:7]=1.[CH2:31](O)[CH3:32].C(OCC)(=[O:36])C. The catalyst is C([O-])C.C([O-])C.C([O-])C.C([O-])C.[Ti+4].O. The product is [Cl:1][C:2]1[C:3]2[C:10]3[CH2:11][CH2:12][C@:13]([CH3:15])([C:16]([O:17][CH2:31][CH3:32])=[O:36])[CH2:14][C:9]=3[S:8][C:4]=2[N:5]=[CH:6][N:7]=1. The yield is 0.880. (6) The reactants are [F:1][CH:2]([F:8])[C:3](OCC)=[O:4].O.[NH2:10][NH2:11].[C:12]1([C:18]2[C:28]([C:29]3[CH:34]=[CH:33][C:32]([C:35]4([NH:39][C:40](=[O:46])[O:41][C:42]([CH3:45])([CH3:44])[CH3:43])[CH2:38][CH2:37][CH2:36]4)=[CH:31][CH:30]=3)=[N:27][C:21]3[O:22][CH2:23][C:24](=S)[NH:25][C:20]=3[CH:19]=2)[CH:17]=[CH:16][CH:15]=[CH:14][CH:13]=1. The catalyst is CN(C)C=O. The product is [F:1][CH:2]([F:8])[C:3]([NH:10]/[N:11]=[C:24]1/[NH:25][C:20]2[CH:19]=[C:18]([C:12]3[CH:13]=[CH:14][CH:15]=[CH:16][CH:17]=3)[C:28]([C:29]3[CH:30]=[CH:31][C:32]([C:35]4([NH:39][C:40](=[O:46])[O:41][C:42]([CH3:45])([CH3:43])[CH3:44])[CH2:36][CH2:37][CH2:38]4)=[CH:33][CH:34]=3)=[N:27][C:21]=2[O:22][CH2:23]/1)=[O:4]. The yield is 1.00. (7) The reactants are C[O:2][C:3]([C:5]1[CH:13]=[C:12]2[C:8]([C:9](C3CCCCC3)=[C:10]([C:23]3[CH:28]=[CH:27][C:26]([NH2:29])=[C:25]([CH:30]=O)[CH:24]=3)[N:11]2[CH2:14][C:15]([N:17]2[CH2:22][CH2:21][O:20][CH2:19][CH2:18]2)=[O:16])=[CH:7][CH:6]=1)=[O:4].[C:38]1([CH3:47])[CH:43]=[CH:42][CH:41]=[C:40]([C:44](=O)[CH3:45])[CH:39]=1. No catalyst specified. The product is [CH:5]1([C:9]2[C:8]3[C:12](=[CH:13][C:5]([C:3]([OH:2])=[O:4])=[CH:6][CH:7]=3)[N:11]([CH2:14][C:15]([N:17]3[CH2:22][CH2:21][O:20][CH2:19][CH2:18]3)=[O:16])[C:10]=2[C:23]2[CH:24]=[C:25]3[C:26](=[CH:27][CH:28]=2)[N:29]=[C:44]([C:40]2[CH:39]=[C:38]([CH3:47])[CH:43]=[CH:42][CH:41]=2)[CH:45]=[CH:30]3)[CH2:13][CH2:12][CH2:8][CH2:7][CH2:6]1. The yield is 0.0700. (8) The reactants are O[C@H:2]([CH3:40])[CH2:3][NH:4][C:5]([C:7]1[NH:8][C:9]([C:12]2[CH:17]=[C:16]([O:18][C:19]3[CH:24]=[N:23][C:22]([C:25]([N:27]4[CH2:32][CH2:31][N:30]([CH3:33])[CH2:29][CH2:28]4)=[O:26])=[CH:21]N=3)[CH:15]=[C:14]([O:34][C@@H:35]([CH3:39])[CH2:36][O:37][CH3:38])[CH:13]=2)=[CH:10][CH:11]=1)=[O:6].CS(O)(=O)=O.C(N(CC)CC)C.[Cl-].[NH4+:54]. The catalyst is O1CCCC1. The product is [CH3:38][O:37][CH2:36][C@H:35]([CH3:39])[O:34][C:14]1[CH:15]=[C:16]([CH:17]=[C:12]([C:9]2[NH:8][C:7]([C:5]3[O:6][C@@H:2]([CH3:40])[CH2:3][N:4]=3)=[CH:11][CH:10]=2)[CH:13]=1)[O:18][C:19]1[CH:24]=[N:23][C:22]([C:25]([N:27]2[CH2:28][CH2:29][N:30]([CH3:33])[CH2:31][CH2:32]2)=[O:26])=[CH:21][N:54]=1. The yield is 0.650. (9) The reactants are [Cl:1][C:2]1[CH:3]=[C:4]([C:10]2([C:30]([F:33])([F:32])[F:31])[O:14][N:13]=[C:12]([C:15]3[S:19][C:18]([C:20]([NH:22][CH2:23][C:24]([OH:26])=O)=[O:21])=[C:17]4[CH2:27][CH2:28][CH2:29][C:16]=34)[CH2:11]2)[CH:5]=[C:6]([Cl:9])[C:7]=1[F:8].C(N(CC)C(C)C)(C)C.[F:43][CH2:44][CH2:45][NH2:46].CN(C(ON1N=NC2C=CC=NC1=2)=[N+](C)C)C.F[P-](F)(F)(F)(F)F. The catalyst is C(#N)C. The product is [F:43][CH2:44][CH2:45][NH:46][C:24]([CH2:23][NH:22][C:20]([C:18]1[S:19][C:15]([C:12]2[CH2:11][C:10]([C:4]3[CH:5]=[C:6]([Cl:9])[C:7]([F:8])=[C:2]([Cl:1])[CH:3]=3)([C:30]([F:31])([F:32])[F:33])[O:14][N:13]=2)=[C:16]2[CH2:29][CH2:28][CH2:27][C:17]=12)=[O:21])=[O:26]. The yield is 0.920. (10) The reactants are [OH:1][C:2]1[CH:3]=[C:4]([NH:8][C:9]2[N:14]=[C:13]([NH:15][C:16]3[CH:21]=[CH:20][CH:19]=[C:18]([OH:22])[CH:17]=3)[C:12]([F:23])=[CH:11][N:10]=2)[CH:5]=[CH:6][CH:7]=1.OC1C=C(C=CC=1[C:32]([O:34][CH3:35])=[O:33])N.ClC1N=C(Cl)C(F)=CN=1. No catalyst specified. The product is [OH:1][C:2]1[CH:3]=[C:4]([NH:8][C:9]2[N:14]=[C:13]([NH:15][C:16]3[CH:21]=[CH:20][C:19]([C:32]([O:34][CH3:35])=[O:33])=[C:18]([OH:22])[CH:17]=3)[C:12]([F:23])=[CH:11][N:10]=2)[CH:5]=[CH:6][C:7]=1[C:32]([O:34][CH3:35])=[O:33]. The yield is 0.410.